Dataset: Forward reaction prediction with 1.9M reactions from USPTO patents (1976-2016). Task: Predict the product of the given reaction. (1) Given the reactants [Si:1]([O:8][C@H:9]1[CH2:13][C@H:12]([O:14][C:15]2[CH:20]=[CH:19][N:18]=[C:17]([NH:21][C@@H:22]3[C:30]4[C:25](=[CH:26][C:27]([Cl:31])=[CH:28][CH:29]=4)[C:24]([CH3:33])([CH3:32])[CH2:23]3)[CH:16]=2)[CH2:11][C@H:10]1[CH2:34][OH:35])([C:4]([CH3:7])([CH3:6])[CH3:5])([CH3:3])[CH3:2].Cl[S:37]([NH2:40])(=[O:39])=[O:38].CCOC(C)=O.CCN(CC)CC, predict the reaction product. The product is: [S:37](=[O:39])(=[O:38])([O:35][CH2:34][C@@H:10]1[CH2:11][C@@H:12]([O:14][C:15]2[CH:20]=[CH:19][N:18]=[C:17]([NH:21][C@@H:22]3[C:30]4[C:25](=[CH:26][C:27]([Cl:31])=[CH:28][CH:29]=4)[C:24]([CH3:33])([CH3:32])[CH2:23]3)[CH:16]=2)[CH2:13][C@@H:9]1[O:8][Si:1]([C:4]([CH3:7])([CH3:6])[CH3:5])([CH3:3])[CH3:2])[NH2:40]. (2) The product is: [F:7][C:8]1[CH:9]=[C:10]([CH2:11][O:4][CH:2]([CH3:3])[CH3:1])[CH:13]=[C:14]([F:16])[CH:15]=1. Given the reactants [CH3:1][CH:2]([OH:4])[CH3:3].[H-].[Na+].[F:7][C:8]1[CH:9]=[C:10]([CH:13]=[C:14]([F:16])[CH:15]=1)[CH2:11]Br, predict the reaction product. (3) Given the reactants [Br:1][C:2]1[CH:3]=[C:4]([CH:8]=[C:9]([N+:11]([O-:13])=[O:12])[CH:10]=1)[C:5](O)=[O:6].C(Cl)(=O)C(Cl)=O.[CH3:20][NH2:21], predict the reaction product. The product is: [Br:1][C:2]1[CH:3]=[C:4]([CH:8]=[C:9]([N+:11]([O-:13])=[O:12])[CH:10]=1)[C:5]([NH:21][CH3:20])=[O:6]. (4) Given the reactants [CH3:1][O:2][C:3](=[O:29])[CH:4]([N:8]([S:13][C:14]1[CH:19]=[CH:18][C:17]([O:20][CH2:21][C:22]2[CH:27]=[CH:26][C:25]([F:28])=[CH:24][CH:23]=2)=[CH:16][CH:15]=1)[CH2:9][CH:10]1[CH2:12][O:11]1)[CH:5]([OH:7])[CH3:6].O.C1(C)C=CC(S(O)(=O)=O)=CC=1.C(=O)(O)[O-].[Na+], predict the reaction product. The product is: [CH3:1][O:2][C:3]([CH:4]1[CH:5]([CH3:6])[O:7][CH:10]([CH2:12][OH:11])[CH2:9][N:8]1[S:13][C:14]1[CH:19]=[CH:18][C:17]([O:20][CH2:21][C:22]2[CH:27]=[CH:26][C:25]([F:28])=[CH:24][CH:23]=2)=[CH:16][CH:15]=1)=[O:29]. (5) Given the reactants [CH:1]12[CH2:13][CH2:12][CH:8]([CH2:9][NH:10][CH2:11]1)[C:7]1[C:2]2=[CH:3][C:4]([NH2:14])=[CH:5][CH:6]=1.C([O-])([O-])=O.[Cs+].[Cs+].Br[CH2:22][C:23]#[N:24], predict the reaction product. The product is: [NH2:14][C:4]1[CH:3]=[C:2]2[C:7](=[CH:6][CH:5]=1)[CH:8]1[CH2:12][CH2:13][CH:1]2[CH2:11][N:10]([CH2:22][C:23]#[N:24])[CH2:9]1. (6) Given the reactants [F:1][C:2]1[CH:10]=[CH:9][C:5]([C:6]([OH:8])=O)=[CH:4][C:3]=1[NH:11][CH2:12][C:13]1[S:17][C:16]([NH:18][C:19]2[CH:24]=[CH:23][CH:22]=[CH:21][N:20]=2)=[N:15][CH:14]=1.CN(C(ON1N=NC2C=CC=NC1=2)=[N+](C)C)C.F[P-](F)(F)(F)(F)F.[F:49][C:50]([F:55])([CH2:53][NH2:54])[CH2:51][NH2:52].CCN(C(C)C)C(C)C, predict the reaction product. The product is: [NH2:52][CH2:51][C:50]([F:55])([F:49])[CH2:53][NH:54][C:6](=[O:8])[C:5]1[CH:9]=[CH:10][C:2]([F:1])=[C:3]([NH:11][CH2:12][C:13]2[S:17][C:16]([NH:18][C:19]3[CH:24]=[CH:23][CH:22]=[CH:21][N:20]=3)=[N:15][CH:14]=2)[CH:4]=1. (7) Given the reactants [Cl:1][C:2]1[CH:3]=[C:4]([F:30])[C:5]([C:24]2[N:25]=[N:26][N:27]([CH3:29])[N:28]=2)=[C:6]([C:8]2[CH:9]=[N:10][C:11]3[CH:12]([NH:17][C:18]([C:20]4([NH2:23])[CH2:22][CH2:21]4)=[O:19])[CH2:13][CH2:14][C:15]=3[CH:16]=2)[CH:7]=1.[CH3:31][O:32][C:33]1[CH:37]=[C:36]([C:38](O)=[O:39])[O:35][N:34]=1, predict the reaction product. The product is: [Cl:1][C:2]1[CH:3]=[C:4]([F:30])[C:5]([C:24]2[N:25]=[N:26][N:27]([CH3:29])[N:28]=2)=[C:6]([C:8]2[CH:9]=[N:10][C:11]3[CH:12]([NH:17][C:18]([C:20]4([NH:23][C:38]([C:36]5[O:35][N:34]=[C:33]([O:32][CH3:31])[CH:37]=5)=[O:39])[CH2:22][CH2:21]4)=[O:19])[CH2:13][CH2:14][C:15]=3[CH:16]=2)[CH:7]=1. (8) Given the reactants Br[C:2]1[CH:6]=[CH:5][S:4][C:3]=1[CH2:7][C:8]#[N:9].[CH:10](OCC)=O.[O-]CC.[Na+].C(O)C.Cl.[NH2:23][C:24]1[CH:32]=[CH:31][C:27]([C:28]([OH:30])=[O:29])=[C:26]([OH:33])[CH:25]=1.P([O-])([O-])([O-])=O.[K+].[K+].[K+].Cl, predict the reaction product. The product is: [C:8]([C:7]1[C:3]2[S:4][CH:5]=[CH:6][C:2]=2[N:23]([C:24]2[CH:32]=[CH:31][C:27]([C:28]([OH:30])=[O:29])=[C:26]([OH:33])[CH:25]=2)[CH:10]=1)#[N:9].